This data is from Catalyst prediction with 721,799 reactions and 888 catalyst types from USPTO. The task is: Predict which catalyst facilitates the given reaction. (1) Reactant: C(NC(C)C)(C)C.[Li]CCCC.[Br:13][C:14]1[CH:15]=[C:16]([CH:20]([CH3:24])[C:21]([OH:23])=[O:22])[CH:17]=[N:18][CH:19]=1.[F:25][C:26]1[CH:33]=[CH:32][C:31]([F:34])=[CH:30][C:27]=1[CH:28]=[O:29]. Product: [Br:13][C:14]1[CH:15]=[C:16]([C:20]([CH3:24])([CH:28]([C:27]2[CH:30]=[C:31]([F:34])[CH:32]=[CH:33][C:26]=2[F:25])[OH:29])[C:21]([OH:23])=[O:22])[CH:17]=[N:18][CH:19]=1. The catalyst class is: 7. (2) Reactant: [Br:1][C:2]1[C:3]([C:20]2[S:24][C:23]3[CH:25]=[CH:26][C:27]([O:29][CH2:30][CH2:31]Cl)=[CH:28][C:22]=3[CH:21]=2)=[N:4][C:5]([NH:8][CH2:9][CH2:10][N:11]2[C:15]([CH3:17])([CH3:16])[C:14](=[O:18])[NH:13][C:12]2=[O:19])=[N:6][CH:7]=1.[CH3:33][N:34]1[CH2:39][CH2:38][NH:37][CH2:36][CH2:35]1.[I-].[Na+].C(=O)(O)[O-].[Na+]. Product: [Br:1][C:2]1[C:3]([C:20]2[S:24][C:23]3[CH:25]=[CH:26][C:27]([O:29][CH2:30][CH2:31][N:37]4[CH2:38][CH2:39][N:34]([CH3:33])[CH2:35][CH2:36]4)=[CH:28][C:22]=3[CH:21]=2)=[N:4][C:5]([NH:8][CH2:9][CH2:10][N:11]2[C:15]([CH3:17])([CH3:16])[C:14](=[O:18])[NH:13][C:12]2=[O:19])=[N:6][CH:7]=1. The catalyst class is: 3. (3) Product: [CH:1]1([C:4]2[O:5][C:6]3[C:7](=[C:9]([C:14]([OH:16])=[O:15])[CH:10]=[C:11]([F:13])[CH:12]=3)[N:8]=2)[CH2:2][CH2:3]1. Reactant: [CH:1]1([C:4]2[O:5][C:6]3[C:7](=[C:9]([C:14]([O:16]C)=[O:15])[CH:10]=[C:11]([F:13])[CH:12]=3)[N:8]=2)[CH2:3][CH2:2]1.[OH-].[Na+].Cl. The catalyst class is: 5. (4) Reactant: [O:1]=[C:2]([CH3:15])[CH2:3][CH2:4][N-:5][CH2:6][CH2:7][CH2:8][C:9]1[CH:14]=[CH:13][CH:12]=[CH:11][CH:10]=1.[Cl:16][C:17]1[CH:18]=[C:19]([CH:22]=[C:23]([Cl:25])[CH:24]=1)[CH:20]=O.N1CCCCC1.C(O)(=[O:34])C. Product: [C:2]([C:3](=[CH:20][C:19]1[CH:18]=[C:17]([Cl:16])[CH:24]=[C:23]([Cl:25])[CH:22]=1)[C:4]([NH:5][CH2:6][CH2:7][CH2:8][C:9]1[CH:10]=[CH:11][CH:12]=[CH:13][CH:14]=1)=[O:34])(=[O:1])[CH3:15]. The catalyst class is: 41. (5) Reactant: C[O:2][C:3](=O)[CH2:4][CH2:5][C:6]1[C:7](=[O:20])[N:8]([CH2:13][C:14]2[CH:19]=[CH:18][CH:17]=[CH:16][CH:15]=2)[CH2:9][CH2:10][CH2:11][CH:12]=1.CO.[NH2:24][O:25][K].C(O)(=O)C. Product: [CH2:13]([N:8]1[CH2:9][CH2:10][CH2:11][CH:12]=[C:6]([CH2:5][CH2:4][C:3]([NH:24][OH:25])=[O:2])[C:7]1=[O:20])[C:14]1[CH:19]=[CH:18][CH:17]=[CH:16][CH:15]=1. The catalyst class is: 13. (6) Reactant: C[O:2][C:3]([C:5]1[S:9][C:8]([CH2:10][CH:11]([C:13]2[N:14]([C:19]3[CH:24]=[CH:23][C:22]([F:25])=[CH:21][CH:20]=3)[N:15]=[N:16][C:17]=2[CH3:18])O)=[N:7][C:6]=1[CH3:26])=[O:4]. Product: [F:25][C:22]1[CH:21]=[CH:20][C:19]([N:14]2[C:13](/[CH:11]=[CH:10]/[C:8]3[S:9][C:5]([C:3]([OH:4])=[O:2])=[C:6]([CH3:26])[N:7]=3)=[C:17]([CH3:18])[N:16]=[N:15]2)=[CH:24][CH:23]=1. The catalyst class is: 65.